From a dataset of Forward reaction prediction with 1.9M reactions from USPTO patents (1976-2016). Predict the product of the given reaction. The product is: [CH3:31][C:15]1([CH3:14])[O:20][C:19]2[CH:21]=[C:22](/[CH:25]=[CH:26]/[C:27]([N:2]([CH3:1])[CH2:3][C:4]3[N:5]([CH3:13])[C:6]4[C:11]([CH:12]=3)=[CH:10][CH:9]=[CH:8][CH:7]=4)=[O:29])[CH:23]=[N:24][C:18]=2[NH:17][C:16]1=[O:30]. Given the reactants [CH3:1][NH:2][CH2:3][C:4]1[N:5]([CH3:13])[C:6]2[C:11]([CH:12]=1)=[CH:10][CH:9]=[CH:8][CH:7]=2.[CH3:14][C:15]1([CH3:31])[O:20][C:19]2[CH:21]=[C:22]([CH:25]=[CH:26][C:27]([OH:29])=O)[CH:23]=[N:24][C:18]=2[NH:17][C:16]1=[O:30], predict the reaction product.